Dataset: Full USPTO retrosynthesis dataset with 1.9M reactions from patents (1976-2016). Task: Predict the reactants needed to synthesize the given product. (1) Given the product [C:1]([C:5]1[CH:10]=[CH:9][CH:8]=[CH:7][C:6]=1[N:11]1[CH2:16][CH2:15][N:14]([C:17](=[O:23])[CH2:18][CH2:19][C:20]([NH:32][S:29](=[O:31])(=[O:30])[NH:28][CH2:27][CH:24]2[CH2:26][CH2:25]2)=[O:22])[CH2:13][CH2:12]1)([CH3:3])([CH3:4])[CH3:2], predict the reactants needed to synthesize it. The reactants are: [C:1]([C:5]1[CH:10]=[CH:9][CH:8]=[CH:7][C:6]=1[N:11]1[CH2:16][CH2:15][N:14]([C:17](=[O:23])[CH2:18][CH2:19][C:20]([OH:22])=O)[CH2:13][CH2:12]1)([CH3:4])([CH3:3])[CH3:2].[CH:24]1([CH2:27][NH:28][S:29]([NH2:32])(=[O:31])=[O:30])[CH2:26][CH2:25]1.CC1C=CC=C([N+]([O-])=O)C=1C(OC(=O)C1C([N+]([O-])=O)=CC=CC=1C)=O.C(N(CC)CC)C. (2) The reactants are: [CH2:1]([O:3][C:4]1[C:5]([OH:14])=[C:6]([CH:9]=[C:10]([CH:12]=O)[CH:11]=1)[C:7]#[N:8])[CH3:2].[C:15]1([C:21](=O)[CH2:22][C:23]2[CH:28]=[CH:27][CH:26]=[CH:25][CH:24]=2)[CH:20]=[CH:19][CH:18]=[CH:17][CH:16]=1.[NH2:30][C:31]([NH2:33])=[O:32].Cl. Given the product [CH2:1]([O:3][C:4]1[C:5]([OH:14])=[C:6]([CH:9]=[C:10]([CH:12]2[C:22]([C:23]3[CH:28]=[CH:27][CH:26]=[CH:25][CH:24]=3)=[C:21]([C:15]3[CH:20]=[CH:19][CH:18]=[CH:17][CH:16]=3)[NH:33][C:31](=[O:32])[NH:30]2)[CH:11]=1)[C:7]#[N:8])[CH3:2], predict the reactants needed to synthesize it.